Dataset: Caco-2 cell permeability data measuring drug intestinal absorption for ~900 compounds. Task: Regression/Classification. Given a drug SMILES string, predict its absorption, distribution, metabolism, or excretion properties. Task type varies by dataset: regression for continuous measurements (e.g., permeability, clearance, half-life) or binary classification for categorical outcomes (e.g., BBB penetration, CYP inhibition). For this dataset (caco2_wang), we predict Y. (1) The compound is Fc1cccc2c1O[C@H]1CNC[C@H]1O2. The Y is -3.73 log Papp (cm/s). (2) The compound is Cc1ccccc1N1C(=O)c2cc(S(N)(=O)=O)c(Cl)cc2N[C@H]1C. The Y is -5.30 log Papp (cm/s).